Dataset: Forward reaction prediction with 1.9M reactions from USPTO patents (1976-2016). Task: Predict the product of the given reaction. (1) Given the reactants [CH2:1]([NH:3][C:4]([C:6]1[C:14]2[C:9](=[N:10][CH:11]=[C:12](Br)[N:13]=2)[N:8](COCC[Si](C)(C)C)[CH:7]=1)=[O:5])[CH3:2].C(NC(C1C2C(=NC=C(Br)N=2)N(COCC[Si](C)(C)C)C=1)=O)(C)C.[C:48]1([OH:58])[C:57]2[CH2:56][CH2:55][CH2:54][CH2:53][C:52]=2[CH:51]=[CH:50][CH:49]=1.C(C1C=C(O)C=CC=1)#N, predict the reaction product. The product is: [CH2:1]([NH:3][C:4]([C:6]1[C:14]2[C:9](=[N:10][CH:11]=[C:12]([O:58][C:48]3[C:57]4[CH2:56][CH2:55][CH2:54][CH2:53][C:52]=4[CH:51]=[CH:50][CH:49]=3)[N:13]=2)[NH:8][CH:7]=1)=[O:5])[CH3:2]. (2) The product is: [Si:1]([O:18][CH2:19][CH2:20][CH2:21][CH:22]=[O:23])([C:14]([CH3:16])([CH3:17])[CH3:15])([C:8]1[CH:9]=[CH:10][CH:11]=[CH:12][CH:13]=1)[C:2]1[CH:3]=[CH:4][CH:5]=[CH:6][CH:7]=1. Given the reactants [Si:1]([O:18][CH2:19][CH2:20][CH2:21][CH2:22][OH:23])([C:14]([CH3:17])([CH3:16])[CH3:15])([C:8]1[CH:13]=[CH:12][CH:11]=[CH:10][CH:9]=1)[C:2]1[CH:7]=[CH:6][CH:5]=[CH:4][CH:3]=1.CN1CCOCC1.C(Cl)Cl, predict the reaction product. (3) Given the reactants [CH3:1][C:2]1[C:7]([CH3:8])=[CH:6][CH:5]=[CH:4][N:3]=1.O.C(=O)([O-])[O-:11].[Na+].[Na+], predict the reaction product. The product is: [CH3:1][C:2]1[C:7]([CH3:8])=[CH:6][CH:5]=[CH:4][N+:3]=1[O-:11]. (4) Given the reactants [Cl:1][C:2]1[CH:7]=[C:6]([N:8]=[C:9]=[S:10])[CH:5]=[C:4]([C:11]([F:14])([F:13])[F:12])[C:3]=1[C:15]1[CH:20]=[CH:19][C:18]([S:21]([CH:24]2[CH2:29][CH2:28][N:27]([C:30]([O:32][C:33]([CH3:36])([CH3:35])[CH3:34])=[O:31])[CH2:26][CH2:25]2)(=[O:23])=[O:22])=[CH:17][CH:16]=1.[N:37]#[C:38][NH2:39].[Na].[CH3:41]O.CI, predict the reaction product. The product is: [Cl:1][C:2]1[CH:7]=[C:6]([N:8]([NH:37][C:38]#[N:39])[CH2:9][S:10][CH3:41])[CH:5]=[C:4]([C:11]([F:12])([F:13])[F:14])[C:3]=1[C:15]1[CH:16]=[CH:17][C:18]([S:21]([CH:24]2[CH2:29][CH2:28][N:27]([C:30]([O:32][C:33]([CH3:36])([CH3:35])[CH3:34])=[O:31])[CH2:26][CH2:25]2)(=[O:23])=[O:22])=[CH:19][CH:20]=1.